Predict the reactants needed to synthesize the given product. From a dataset of Full USPTO retrosynthesis dataset with 1.9M reactions from patents (1976-2016). (1) The reactants are: [CH3:1][N:2]([CH2:13][CH:14]1[CH2:19][CH2:18][N:17]([C:20]([O:22][C:23]([CH3:26])([CH3:25])[CH3:24])=[O:21])[CH2:16][CH2:15]1)C(OCC1C=CC=CC=1)=O. Given the product [CH3:1][NH:2][CH2:13][CH:14]1[CH2:15][CH2:16][N:17]([C:20]([O:22][C:23]([CH3:26])([CH3:25])[CH3:24])=[O:21])[CH2:18][CH2:19]1, predict the reactants needed to synthesize it. (2) Given the product [Cl:1][C:2]1[N:10]=[C:9]2[C:5]([N:6]=[CH:7][N:8]2[CH:24]2[CH2:25][CH2:26][CH2:27][CH2:28][O:23]2)=[C:4]([Cl:11])[N:3]=1, predict the reactants needed to synthesize it. The reactants are: [Cl:1][C:2]1[N:10]=[C:9]2[C:5]([NH:6][CH:7]=[N:8]2)=[C:4]([Cl:11])[N:3]=1.CC1C=CC(S(O)(=O)=O)=CC=1.[O:23]1[CH:28]=[CH:27][CH2:26][CH2:25][CH2:24]1.[NH4+].[OH-]. (3) Given the product [O:38]=[S:4]1(=[O:3])[NH:8][C:7]2[CH:19]=[C:20]([CH2:23][N:24]([C:30]3[CH:37]=[CH:36][C:33]([C:34]#[N:35])=[CH:32][CH:31]=3)[N:25]3[CH:29]=[CH:28][N:27]=[CH:26]3)[CH:21]=[CH:22][C:6]=2[O:5]1, predict the reactants needed to synthesize it. The reactants are: [F-].[K+].[O:3]=[S:4]1(=[O:38])[N:8](S(C2C=CC(C)=CC=2)(=O)=O)[C:7]2[CH:19]=[C:20]([CH2:23][N:24]([C:30]3[CH:37]=[CH:36][C:33]([C:34]#[N:35])=[CH:32][CH:31]=3)[N:25]3[CH:29]=[CH:28][N:27]=[CH:26]3)[CH:21]=[CH:22][C:6]=2[O:5]1. (4) Given the product [F:21][C:5]1[C:6]([N:8]2[CH2:13][C@@H:12]3[C@@:10]([NH:15][C:16]([CH:18]4[CH2:20][CH2:19]4)=[O:17])([C@@H:11]3[CH3:14])[CH2:9]2)=[N:7][C:2]([NH:22][C:23]2[CH:28]=[N:27][C:26]([CH2:29][CH2:30][OH:31])=[CH:25][CH:24]=2)=[N:3][CH:4]=1, predict the reactants needed to synthesize it. The reactants are: Cl[C:2]1[N:7]=[C:6]([N:8]2[CH2:13][C@@H:12]3[C@@:10]([NH:15][C:16]([CH:18]4[CH2:20][CH2:19]4)=[O:17])([C@@H:11]3[CH3:14])[CH2:9]2)[C:5]([F:21])=[CH:4][N:3]=1.[NH2:22][C:23]1[CH:24]=[CH:25][C:26]([CH2:29][CH2:30][OH:31])=[N:27][CH:28]=1.